Dataset: Reaction yield outcomes from USPTO patents with 853,638 reactions. Task: Predict the reaction yield, written as a fraction of the theoretical maximum amount of product (1.0 means a 100% yield; for example, 0.34 means a 34% yield). (1) The reactants are [NH2:1][C:2]1[CH:7]=[C:6]([O:8][C:9]2[C:14]([F:15])=[CH:13][C:12]([NH:16][C:17]([C:19]3([C:22]([NH:24][C:25]4[CH:30]=[CH:29][C:28]([F:31])=[CH:27][CH:26]=4)=[O:23])[CH2:21][CH2:20]3)=[O:18])=[C:11]([F:32])[CH:10]=2)[CH:5]=[CH:4][N:3]=1.[C:33]([O:37][C:38]([N:40]1[CH2:43][CH:42]([C:44](O)=[O:45])[CH2:41]1)=[O:39])([CH3:36])([CH3:35])[CH3:34].CN(C(ON1N=NC2C=CC=NC1=2)=[N+](C)C)C.F[P-](F)(F)(F)(F)F.CCN(C(C)C)C(C)C. The catalyst is CN(C=O)C. The product is [F:15][C:14]1[CH:13]=[C:12]([NH:16][C:17]([C:19]2([C:22](=[O:23])[NH:24][C:25]3[CH:26]=[CH:27][C:28]([F:31])=[CH:29][CH:30]=3)[CH2:21][CH2:20]2)=[O:18])[C:11]([F:32])=[CH:10][C:9]=1[O:8][C:6]1[CH:5]=[CH:4][N:3]=[C:2]([NH:1][C:44]([CH:42]2[CH2:43][N:40]([C:38]([O:37][C:33]([CH3:36])([CH3:35])[CH3:34])=[O:39])[CH2:41]2)=[O:45])[CH:7]=1. The yield is 0.400. (2) The reactants are [F:1][C:2]1[CH:3]=[CH:4][C:5]([N:8]2[CH2:13][CH2:12][CH:11]([NH:14]C(=O)OC(C)(C)C)[CH2:10][CH2:9]2)=[N:6][CH:7]=1.C1COCC1.CO.[ClH:29]. The catalyst is O1CCOCC1. The product is [ClH:29].[ClH:29].[F:1][C:2]1[CH:3]=[CH:4][C:5]([N:8]2[CH2:13][CH2:12][CH:11]([NH2:14])[CH2:10][CH2:9]2)=[N:6][CH:7]=1. The yield is 0.960. (3) The reactants are [C:1]([C:5]1[CH:28]=[CH:27][C:8]([C:9]([NH:11][C@H:12]([C:23]([O:25][CH3:26])=[O:24])[CH2:13][C:14]2[CH:22]=[CH:21][C:17]([C:18](O)=[O:19])=[CH:16][CH:15]=2)=[O:10])=[CH:7][CH:6]=1)([CH3:4])([CH3:3])[CH3:2].CN1CCOCC1.C(Cl)(=O)OCC(C)C.[CH2:44]([O:51][C:52]1[CH:61]=[CH:60][C:55]([C:56]([NH:58][NH2:59])=[O:57])=[CH:54][CH:53]=1)[CH2:45][CH2:46][CH2:47][CH2:48][CH2:49][CH3:50]. The catalyst is C1COCC1. The product is [C:1]([C:5]1[CH:6]=[CH:7][C:8]([C:9]([NH:11][C@@H:12]([CH2:13][C:14]2[CH:15]=[CH:16][C:17]([C:18]([NH:59][NH:58][C:56](=[O:57])[C:55]3[CH:60]=[CH:61][C:52]([O:51][CH2:44][CH2:45][CH2:46][CH2:47][CH2:48][CH2:49][CH3:50])=[CH:53][CH:54]=3)=[O:19])=[CH:21][CH:22]=2)[C:23]([O:25][CH3:26])=[O:24])=[O:10])=[CH:27][CH:28]=1)([CH3:4])([CH3:3])[CH3:2]. The yield is 0.710.